Task: Predict which catalyst facilitates the given reaction.. Dataset: Catalyst prediction with 721,799 reactions and 888 catalyst types from USPTO (1) Reactant: [I-:1].[Na+].[CH2:3]([O:6][C:7]1[CH:8]=[C:9]([CH2:17][OH:18])[CH:10]=[CH:11][C:12]=1[O:13][CH2:14][CH2:15]Br)[C:4]#[CH:5]. Product: [CH2:3]([O:6][C:7]1[CH:8]=[C:9]([CH2:17][OH:18])[CH:10]=[CH:11][C:12]=1[O:13][CH2:14][CH2:15][I:1])[C:4]#[CH:5]. The catalyst class is: 21. (2) Reactant: [O:1]=[CH:2][C@@H:3]([C@H:5]([C@@H:7]([C@@H:9]([CH2:11][OH:12])[OH:10])[OH:8])[OH:6])[OH:4].[C:13](Cl)(=[O:18])[C:14]([CH3:17])([CH3:16])[CH3:15]. Product: [CH3:15][C:14]([CH3:17])([CH3:16])[C:13]([O:1][C@@H:2]1[C@H:3]([O:4][C:13](=[O:18])[C:14]([CH3:17])([CH3:16])[CH3:15])[C@@H:5]([O:6][C:13](=[O:18])[C:14]([CH3:17])([CH3:16])[CH3:15])[C@H:7]([O:8][C:13](=[O:18])[C:14]([CH3:17])([CH3:16])[CH3:15])[C@@H:9]([CH2:11][O:12][C:13](=[O:18])[C:14]([CH3:17])([CH3:16])[CH3:15])[O:10]1)=[O:18]. The catalyst class is: 154. (3) Reactant: Cl[C:2]1[CH:3]=[C:4]([CH:8]=[CH:9][N:10]=1)[C:5]([OH:7])=[O:6].[NH:11]1[CH:15]=[CH:14][N:13]=[CH:12]1.Cl. Product: [N:11]1([C:2]2[CH:3]=[C:4]([CH:8]=[CH:9][N:10]=2)[C:5]([OH:7])=[O:6])[CH:15]=[CH:14][N:13]=[CH:12]1. The catalyst class is: 6. (4) Reactant: CCO.C([Cl:7])(=O)C.[CH3:8][O:9][C:10]1[CH:15]=[C:14]([O:16][CH3:17])[CH:13]=[CH:12][C:11]=1[C:18]1[N:23]([CH2:24][CH2:25][NH:26]C(=O)OC(C)(C)C)[C:22](=[S:34])[NH:21][C:20](=[O:35])[CH:19]=1. Product: [ClH:7].[NH2:26][CH2:25][CH2:24][N:23]1[C:18]([C:11]2[CH:12]=[CH:13][C:14]([O:16][CH3:17])=[CH:15][C:10]=2[O:9][CH3:8])=[CH:19][C:20](=[O:35])[NH:21][C:22]1=[S:34]. The catalyst class is: 25. (5) Reactant: Cl[C:2]1[N:7]=[CH:6][C:5]([O:8][CH2:9][CH:10]([O:14][CH2:15][CH3:16])[O:11][CH2:12][CH3:13])=[CH:4][N:3]=1.CC(C)([O-])C.[K+].CN(C)C(=O)C.[CH3:29][N:30]1[CH:34]=[CH:33][C:32]([NH:35][C:36]2[C:45]3[C:40](=[CH:41][CH:42]=[C:43]([OH:46])[CH:44]=3)[N:39]=[CH:38][N:37]=2)=[N:31]1. The catalyst class is: 6. Product: [CH2:12]([O:11][CH:10]([O:14][CH2:15][CH3:16])[CH2:9][O:8][C:5]1[CH:4]=[N:3][C:2]([O:46][C:43]2[CH:44]=[C:45]3[C:40](=[CH:41][CH:42]=2)[N:39]=[CH:38][N:37]=[C:36]3[NH:35][C:32]2[CH:33]=[CH:34][N:30]([CH3:29])[N:31]=2)=[N:7][CH:6]=1)[CH3:13]. (6) Reactant: [OH:1][C:2]1[CH:3]=[C:4]2[C:9](=[CH:10][CH:11]=1)[C:8]([C:12](=[O:28])[C:13]1[CH:18]=[CH:17][C:16]([O:19][CH2:20][CH2:21][N:22]3[CH2:27][CH2:26][CH2:25][CH2:24][CH2:23]3)=[CH:15][CH:14]=1)=[C:7]([O:29][S:30]([C:33]([F:36])([F:35])[F:34])(=[O:32])=[O:31])[CH:6]=[CH:5]2.[CH2:37](O)[C:38]1[CH:43]=[CH:42][CH:41]=[CH:40][CH:39]=1.C1C=CC(P(C2C=CC=CC=2)C2C=CC=CC=2)=CC=1.CC(OC(/N=N/C(OC(C)C)=O)=O)C. Product: [CH2:37]([O:1][C:2]1[CH:3]=[C:4]2[C:9](=[CH:10][CH:11]=1)[C:8]([C:12](=[O:28])[C:13]1[CH:14]=[CH:15][C:16]([O:19][CH2:20][CH2:21][N:22]3[CH2:27][CH2:26][CH2:25][CH2:24][CH2:23]3)=[CH:17][CH:18]=1)=[C:7]([O:29][S:30]([C:33]([F:35])([F:36])[F:34])(=[O:32])=[O:31])[CH:6]=[CH:5]2)[C:38]1[CH:43]=[CH:42][CH:41]=[CH:40][CH:39]=1. The catalyst class is: 1.